Dataset: Full USPTO retrosynthesis dataset with 1.9M reactions from patents (1976-2016). Task: Predict the reactants needed to synthesize the given product. (1) Given the product [O:23]([C:19]1[CH:18]=[C:17]([C:12]23[CH2:15][CH2:16][C:9]([CH2:8][CH2:3][CH2:2][C:1]([O:5][CH3:6])=[O:4])([CH2:14][CH2:13]2)[CH2:10][O:11]3)[CH:22]=[CH:21][CH:20]=1)[C:24]1[CH:25]=[CH:26][CH:27]=[CH:28][CH:29]=1, predict the reactants needed to synthesize it. The reactants are: [C:1]([O:5][CH3:6])(=[O:4])[CH:2]=[CH2:3].I[CH2:8][C:9]12[CH2:16][CH2:15][C:12]([C:17]3[CH:22]=[CH:21][CH:20]=[C:19]([O:23][C:24]4[CH:29]=[CH:28][CH:27]=[CH:26][CH:25]=4)[CH:18]=3)([CH2:13][CH2:14]1)[O:11][CH2:10]2. (2) The reactants are: [CH:1]([C:4]1[N:5]=[C:6]([C:9]2[CH:14]=[CH:13][CH:12]=[CH:11][CH:10]=2)[NH:7][CH:8]=1)([CH3:3])[CH3:2].Br[CH2:16][C:17]1[C:26]2[C:21](=[C:22]([F:28])[C:23]([F:27])=[CH:24][CH:25]=2)[NH:20][C:19](=[O:29])[CH:18]=1. Given the product [F:27][C:23]1[C:22]([F:28])=[C:21]2[C:26]([C:17]([CH2:16][N:7]3[CH:8]=[C:4]([CH:1]([CH3:3])[CH3:2])[N:5]=[C:6]3[C:9]3[CH:14]=[CH:13][CH:12]=[CH:11][CH:10]=3)=[CH:18][C:19](=[O:29])[NH:20]2)=[CH:25][CH:24]=1, predict the reactants needed to synthesize it. (3) The reactants are: [CH:1](=O)[CH3:2].FC(F)(F)C([O-])=O.[S:11]1[C:15]2[CH:16]=[CH:17][CH:18]=[CH:19][C:14]=2[N:13]=[C:12]1[C:20]1[C:28]2[CH2:27][CH2:26][NH2+:25][CH2:24][C:23]=2[S:22][C:21]=1[NH:29][CH2:30][CH3:31].C(O[BH-](OC(=O)C)OC(=O)C)(=O)C.[Na+].[C:46]([OH:51])(=[O:50])[C:47]([OH:49])=[O:48]. Given the product [C:47]([C:46]([O-:51])=[O:50])([OH:49])=[O:48].[S:11]1[C:15]2[CH:16]=[CH:17][CH:18]=[CH:19][C:14]=2[N:13]=[C:12]1[C:20]1[C:28]2[CH2:27][CH2:26][NH+:25]([CH2:1][CH3:2])[CH2:24][C:23]=2[S:22][C:21]=1[NH:29][CH2:30][CH3:31], predict the reactants needed to synthesize it. (4) Given the product [C:10]([O:14][C:15]([N:17]1[CH2:18][CH2:19][CH:20]([NH:23][S:24]([C:27]2[C:36]3[C:31](=[CH:32][CH:33]=[CH:34][CH:35]=3)[C:30]([N:37]3[C:45](=[O:46])[C:44]4[C:39](=[CH:40][CH:41]=[CH:42][CH:43]=4)[C:38]3=[O:47])=[CH:29][CH:28]=2)(=[O:25])=[O:26])[CH2:21][CH2:22]1)=[O:16])([CH3:13])([CH3:11])[CH3:12].[C:10]([O:14][C:15]([N:17]1[CH2:22][CH2:21][CH:20]([NH:23][S:24]([C:27]2[C:36]3[C:31](=[CH:32][CH:33]=[CH:34][CH:35]=3)[C:30]([NH2:37])=[CH:29][CH:28]=2)(=[O:26])=[O:25])[CH2:19][CH2:18]1)=[O:16])([CH3:13])([CH3:11])[CH3:12], predict the reactants needed to synthesize it. The reactants are: COC1C=CC(N)=CC=1.[C:10]([O:14][C:15]([N:17]1[CH2:22][CH2:21][CH:20]([NH:23][S:24]([C:27]2[C:36]3[C:31](=[CH:32][CH:33]=[CH:34][CH:35]=3)[C:30]([N:37]3[C:45](=[O:46])[C:44]4[C:39](=[CH:40][CH:41]=[CH:42][CH:43]=4)[C:38]3=[O:47])=[CH:29][CH:28]=2)(=[O:26])=[O:25])[CH2:19][CH2:18]1)=[O:16])([CH3:13])([CH3:12])[CH3:11].COC1C=CC(NS(C2C3C(=CC=CC=3)C(N3C(=O)C4C(=CC=CC=4)C3=O)=CC=2)(=O)=O)=CC=1. (5) Given the product [CH:53]1([C:51]([NH:50][C@@H:49]2[C@H:45]3[O:44][CH2:43][C@H:42]([NH:41][C:12](=[O:14])[C:11]4[CH:15]=[CH:16][CH:17]=[C:9]([O:8][C:7]5[CH:6]=[CH:5][C:4]([O:3][CH2:1][CH3:2])=[CH:19][CH:18]=5)[CH:10]=4)[C@H:46]3[O:47][CH2:48]2)=[O:52])[CH2:54][CH2:55]1, predict the reactants needed to synthesize it. The reactants are: [CH2:1]([O:3][C:4]1[CH:19]=[CH:18][C:7]([O:8][C:9]2[CH:10]=[C:11]([CH:15]=[CH:16][CH:17]=2)[C:12]([OH:14])=O)=[CH:6][CH:5]=1)[CH3:2].C1C=CC2N(O)N=NC=2C=1.CCN=C=NCCCN(C)C.[NH2:41][C@@H:42]1[C@H:46]2[O:47][CH2:48][C@H:49]([NH:50][C:51]([CH:53]3[CH2:55][CH2:54]3)=[O:52])[C@H:45]2[O:44][CH2:43]1. (6) Given the product [CH3:18][O:19][C:20](=[O:31])[CH2:21][CH2:22][C:23]1[CH:28]=[CH:27][C:26]([O:15][CH2:14][C:12]2[S:13][C:9]([C:6]3[CH:5]=[CH:4][C:3]([C:2]([F:16])([F:1])[F:17])=[CH:8][CH:7]=3)=[CH:10][CH:11]=2)=[CH:25][C:24]=1[CH3:30], predict the reactants needed to synthesize it. The reactants are: [F:1][C:2]([F:17])([F:16])[C:3]1[CH:8]=[CH:7][C:6]([C:9]2[S:13][C:12]([CH2:14][OH:15])=[CH:11][CH:10]=2)=[CH:5][CH:4]=1.[CH3:18][O:19][C:20](=[O:31])[CH2:21][CH2:22][C:23]1[CH:28]=[CH:27][C:26](O)=[CH:25][C:24]=1[CH3:30].C(P(CCCC)CCCC)CCC.N(C(N1CCCCC1)=O)=NC(N1CCCCC1)=O. (7) The reactants are: [CH2:1]([O:3][C:4]([N:6]1[CH2:11][CH2:10][N:9]([C:12]([CH:14]([NH:23][C:24]([C:26]2[CH:35]=[C:34]([O:36][CH3:37])[C:33]3[C:28](=[CH:29][CH:30]=[CH:31][CH:32]=3)[N:27]=2)=[O:25])[CH2:15][C:16]2[CH:21]=[CH:20][CH:19]=[CH:18][C:17]=2[OH:22])=[O:13])[CH2:8][CH2:7]1)=[O:5])[CH3:2].C(N(CC)CC)C.CN(C1C=CC=CN=1)C.[F:54][C:55]([F:68])([F:67])[S:56](O[S:56]([C:55]([F:68])([F:67])[F:54])(=[O:58])=[O:57])(=[O:58])=[O:57]. Given the product [CH2:1]([O:3][C:4]([N:6]1[CH2:7][CH2:8][N:9]([C:12]([CH:14]([NH:23][C:24]([C:26]2[CH:35]=[C:34]([O:36][CH3:37])[C:33]3[C:28](=[CH:29][CH:30]=[CH:31][CH:32]=3)[N:27]=2)=[O:25])[CH2:15][C:16]2[CH:21]=[CH:20][CH:19]=[CH:18][C:17]=2[O:22][S:56]([C:55]([F:68])([F:67])[F:54])(=[O:58])=[O:57])=[O:13])[CH2:10][CH2:11]1)=[O:5])[CH3:2], predict the reactants needed to synthesize it. (8) Given the product [NH2:1][C:2]1[C:11]([F:12])=[C:10]([N:13]2[CH2:17][CH2:16][C@@H:15]([CH:18]([NH2:24])[C:19]3[CH:35]=[CH:34][CH:21]=[CH:22][N:23]=3)[CH2:14]2)[C:9]([F:25])=[C:8]2[C:3]=1[C:4](=[O:33])[C:5]([C:30]([OH:32])=[O:31])=[CH:6][N:7]2[C@@H:26]1[CH2:28][C@@H:27]1[F:29], predict the reactants needed to synthesize it. The reactants are: [NH2:1][C:2]1[C:11]([F:12])=[C:10]([N:13]2[CH2:17][CH2:16][C@@H:15]([CH:18]([NH2:24])[C:19]3S[CH:21]=[CH:22][N:23]=3)[CH2:14]2)[C:9]([F:25])=[C:8]2[C:3]=1[C:4](=[O:33])[C:5]([C:30]([OH:32])=[O:31])=[CH:6][N:7]2[C@@H:26]1[CH2:28][C@@H:27]1[F:29].[C:34](#N)[CH3:35].NC1C(F)=C(F)C(F)=C2C=1C(=O)C(C(O)=O)=CN2[C@@H]1C[C@@H]1F.